This data is from HIV replication inhibition screening data with 41,000+ compounds from the AIDS Antiviral Screen. The task is: Binary Classification. Given a drug SMILES string, predict its activity (active/inactive) in a high-throughput screening assay against a specified biological target. The drug is COc1ccc2c(c1)CC1Cc3ccccc3CCN1C2. The result is 0 (inactive).